This data is from Reaction yield outcomes from USPTO patents with 853,638 reactions. The task is: Predict the reaction yield, written as a fraction of the theoretical maximum amount of product (1.0 means a 100% yield; for example, 0.34 means a 34% yield). (1) The reactants are Br[C:2]1[CH:11]=[CH:10][C:9]([F:12])=[CH:8][C:3]=1[C:4]([O:6][CH3:7])=[O:5].[NH:13]1[C:17](B(O)O)=[CH:16][CH:15]=[N:14]1.C([O-])(O)=O.[Na+]. The catalyst is COCCOC.O. The product is [F:12][C:9]1[CH:10]=[CH:11][C:2]([C:15]2[NH:14][N:13]=[CH:17][CH:16]=2)=[C:3]([CH:8]=1)[C:4]([O:6][CH3:7])=[O:5]. The yield is 0.440. (2) The reactants are [CH3:1][O:2][C:3]1[CH:4]=[CH:5][C:6]2[CH2:12][CH2:11][N:10]([C:13]([O:15][C:16]([CH3:19])([CH3:18])[CH3:17])=[O:14])[CH2:9][CH2:8][C:7]=2[N:20]=1.C([O-])(=O)C.[Na+].[Br:26]Br. The catalyst is ClCCl. The product is [Br:26][C:4]1[C:3]([O:2][CH3:1])=[N:20][C:7]2[CH2:8][CH2:9][N:10]([C:13]([O:15][C:16]([CH3:17])([CH3:19])[CH3:18])=[O:14])[CH2:11][CH2:12][C:6]=2[CH:5]=1. The yield is 1.12.